This data is from Full USPTO retrosynthesis dataset with 1.9M reactions from patents (1976-2016). The task is: Predict the reactants needed to synthesize the given product. (1) The reactants are: C(Cl)(=O)C(Cl)=O.[C:7]([C:11]1[CH:16]=[CH:15][C:14]([S:17]([NH:20][CH2:21][C:22]2[CH:30]=[CH:29][C:25]([C:26](O)=[O:27])=[CH:24][CH:23]=2)(=[O:19])=[O:18])=[CH:13][CH:12]=1)([CH3:10])([CH3:9])[CH3:8].[Cl:31][C:32]1[CH:33]=[C:34]([NH2:38])[CH:35]=[N:36][CH:37]=1. Given the product [C:7]([C:11]1[CH:12]=[CH:13][C:14]([S:17]([NH:20][CH2:21][C:22]2[CH:23]=[CH:24][C:25]([C:26]([NH:38][C:34]3[CH:35]=[N:36][CH:37]=[C:32]([Cl:31])[CH:33]=3)=[O:27])=[CH:29][CH:30]=2)(=[O:19])=[O:18])=[CH:15][CH:16]=1)([CH3:10])([CH3:9])[CH3:8], predict the reactants needed to synthesize it. (2) Given the product [Br:3][C:4]1[CH:19]=[CH:18][CH:17]=[CH:16][C:5]=1[CH2:6][O:7][CH2:8][CH2:9][CH:10]1[CH2:15][CH2:14][N:13]([CH3:20])[CH2:12][CH2:11]1, predict the reactants needed to synthesize it. The reactants are: C=O.[Br:3][C:4]1[CH:19]=[CH:18][CH:17]=[CH:16][C:5]=1[CH2:6][O:7][CH2:8][CH2:9][CH:10]1[CH2:15][CH2:14][NH:13][CH2:12][CH2:11]1.[C:20](O[BH-](OC(=O)C)OC(=O)C)(=O)C.[Na+]. (3) Given the product [Br:28][C:29]1[CH:30]=[C:31]2[C:36](=[CH:37][CH:38]=1)[N:35]=[C:34]([C:39]1[CH:44]=[CH:43][CH:42]=[CH:41][CH:40]=1)[CH:33]=[C:32]2[O:11][C@H:12]1[CH2:16][N:15]([C:17]([O:19][C:20]([CH3:21])([CH3:22])[CH3:23])=[O:18])[C@H:14]([C:24]([O:26][CH3:27])=[O:25])[CH2:13]1, predict the reactants needed to synthesize it. The reactants are: BrC1C=CC(S([O:11][C@@H:12]2[CH2:16][N:15]([C:17]([O:19][C:20]([CH3:23])([CH3:22])[CH3:21])=[O:18])[C@H:14]([C:24]([O:26][CH3:27])=[O:25])[CH2:13]2)(=O)=O)=CC=1.[Br:28][C:29]1[CH:30]=[C:31]2[C:36](=[CH:37][CH:38]=1)[NH:35][C:34]([C:39]1[CH:44]=[CH:43][CH:42]=[CH:41][CH:40]=1)=[CH:33][C:32]2=O.C(=O)([O-])[O-].[Cs+].[Cs+].O. (4) Given the product [F:20][C:8]1[CH:7]=[CH:6][CH:5]=[C:4]2[C:9]=1[C:10]([CH2:12][C:13]([O:15][C:16]([CH3:19])([CH3:18])[CH3:17])=[O:14])=[N:11][C:2]([N:37]1[CH2:36][CH2:35][N:34]3[CH2:38][CH2:39][CH2:40][C@@H:33]3[CH2:32]1)=[N:3]2, predict the reactants needed to synthesize it. The reactants are: Cl[C:2]1[N:11]=[C:10]([CH2:12][C:13]([O:15][C:16]([CH3:19])([CH3:18])[CH3:17])=[O:14])[C:9]2[C:4](=[CH:5][CH:6]=[CH:7][C:8]=2[F:20])[N:3]=1.O[C@H](C1C=CC=CC=1)C(O)=O.[CH2:32]1[NH:37][CH2:36][CH2:35][N:34]2[CH2:38][CH2:39][CH2:40][C@H:33]12. (5) Given the product [CH:3]1([NH:9][C:10]2[C:14]3([CH2:15][CH2:16][N:17]([CH2:53][C:52]4[CH:55]=[CH:56][CH:57]=[C:50]([I:49])[CH:51]=4)[CH2:18][CH2:19]3)[N:13]([CH2:20][CH2:21][CH2:22][CH:23]=[CH2:24])[C:12](=[O:25])[N:11]=2)[CH2:4][CH2:5][CH2:6][CH2:7][CH2:8]1, predict the reactants needed to synthesize it. The reactants are: Cl.Cl.[CH:3]1([NH:9][C:10]2[C:14]3([CH2:19][CH2:18][NH:17][CH2:16][CH2:15]3)[N:13]([CH2:20][CH2:21][CH2:22][CH:23]=[CH2:24])[C:12](=[O:25])[N:11]=2)[CH2:8][CH2:7][CH2:6][CH2:5][CH2:4]1.CCN(C(C)C)C(C)C.C(O[BH-](OC(=O)C)OC(=O)C)(=O)C.[Na+].[I:49][C:50]1[CH:51]=[C:52]([CH:55]=[CH:56][CH:57]=1)[CH:53]=O.